Dataset: Full USPTO retrosynthesis dataset with 1.9M reactions from patents (1976-2016). Task: Predict the reactants needed to synthesize the given product. (1) The reactants are: [CH3:1][O:2][C:3]1[CH:8]=[CH:7][C:6]([N:9]2[C:13]3=[C:14]4[C:18](=[CH:19][CH:20]=[C:12]3[C:11]([C:21]([O:23]CC)=[O:22])=[N:10]2)[NH:17][N:16]=[CH:15]4)=[CH:5][CH:4]=1.[OH-].[Na+].Cl. Given the product [CH3:1][O:2][C:3]1[CH:8]=[CH:7][C:6]([N:9]2[C:13]3=[C:14]4[C:18](=[CH:19][CH:20]=[C:12]3[C:11]([C:21]([OH:23])=[O:22])=[N:10]2)[NH:17][N:16]=[CH:15]4)=[CH:5][CH:4]=1, predict the reactants needed to synthesize it. (2) Given the product [C:32]([C:36]1[CH:61]=[CH:60][C:39]([C:40]([NH:42][C@@H:43]([CH2:48][C:49]2[CH:50]=[CH:51][C:52]([C:55](=[NH:56])[NH:58][O:14][C:13](=[O:15])[C:12]3[CH:16]=[CH:17][C:9]([O:8][CH2:1][CH2:2][CH2:3][CH2:4][CH2:5][CH2:6][CH3:7])=[CH:10][CH:11]=3)=[CH:53][CH:54]=2)[C:44]([O:46][CH3:47])=[O:45])=[O:41])=[CH:38][CH:37]=1)([CH3:35])([CH3:33])[CH3:34], predict the reactants needed to synthesize it. The reactants are: [CH2:1]([O:8][C:9]1[CH:17]=[CH:16][C:12]([C:13]([OH:15])=[O:14])=[CH:11][CH:10]=1)[CH2:2][CH2:3][CH2:4][CH2:5][CH2:6][CH3:7].C1C=CC2N(O)N=NC=2C=1.C(Cl)CCl.[C:32]([C:36]1[CH:61]=[CH:60][C:39]([C:40]([NH:42][C@@H:43]([CH2:48][C:49]2[CH:54]=[CH:53][C:52](/[C:55](=[N:58]/[H])/[NH:56]O)=[CH:51][CH:50]=2)[C:44]([O:46][CH3:47])=[O:45])=[O:41])=[CH:38][CH:37]=1)([CH3:35])([CH3:34])[CH3:33]. (3) Given the product [Cl:34][C:18]1[N:17]=[N:16][CH:15]=[C:14]([NH:13][CH2:12][C@@H:10]2[CH2:11][C@H:9]2[C:4]2[CH:5]=[CH:6][CH:7]=[CH:8][C:3]=2[O:2][CH3:1])[C:19]=1[C:20]([F:23])([F:22])[F:21], predict the reactants needed to synthesize it. The reactants are: [CH3:1][O:2][C:3]1[CH:8]=[CH:7][CH:6]=[CH:5][C:4]=1[C@@H:9]1[CH2:11][C@H:10]1[CH2:12][NH:13][C:14]1[CH:15]=[N:16][N:17](C(OC(C)(C)C)=O)[C:18](=O)[C:19]=1[C:20]([F:23])([F:22])[F:21].P(Cl)(Cl)([Cl:34])=O. (4) The reactants are: [Cl-].[CH3:2][O:3][CH2:4][P+](C1C=CC=CC=1)(C1C=CC=CC=1)C1C=CC=CC=1.C([Li])CCC.[Br:29][C:30]1[CH:31]=[C:32]([C:36](=O)[CH3:37])[CH:33]=[N:34][CH:35]=1. Given the product [Br:29][C:30]1[CH:35]=[N:34][CH:33]=[C:32]([C:36]([CH3:37])=[CH:2][O:3][CH3:4])[CH:31]=1, predict the reactants needed to synthesize it. (5) Given the product [CH3:32][O:33][C:34]1[CH:35]=[C:36]([N:40]2[CH2:45][CH2:44][N:43]([C:17]([C:3]3[C:4]([C:7]4[CH:12]=[CH:11][CH:10]=[CH:9][C:8]=4[C:13]([F:14])([F:15])[F:16])=[N:5][O:6][C:2]=3[CH3:1])=[O:19])[CH2:42][CH2:41]2)[CH:37]=[CH:38][CH:39]=1, predict the reactants needed to synthesize it. The reactants are: [CH3:1][C:2]1[O:6][N:5]=[C:4]([C:7]2[CH:12]=[CH:11][CH:10]=[CH:9][C:8]=2[C:13]([F:16])([F:15])[F:14])[C:3]=1[C:17]([OH:19])=O.Cl.C(N=C=NCCCN(C)C)C.[CH3:32][O:33][C:34]1[CH:35]=[C:36]([N:40]2[CH2:45][CH2:44][NH:43][CH2:42][CH2:41]2)[CH:37]=[CH:38][CH:39]=1.